From a dataset of Full USPTO retrosynthesis dataset with 1.9M reactions from patents (1976-2016). Predict the reactants needed to synthesize the given product. Given the product [CH3:1][O:2][C:3]([C:5]1[CH:10]=[C:9]([Br:11])[C:8](=[O:12])[N:7]([CH2:13][C:14]2[CH:19]=[CH:18][CH:17]=[CH:16][CH:15]=2)[C:6]=1[CH2:20][N:26]([CH2:25][C:24]([O:23][CH3:22])=[O:37])[S:27]([C:30]1[CH:31]=[CH:32][C:33]([CH3:36])=[CH:34][CH:35]=1)(=[O:29])=[O:28])=[O:4], predict the reactants needed to synthesize it. The reactants are: [CH3:1][O:2][C:3]([C:5]1[CH:10]=[C:9]([Br:11])[C:8](=[O:12])[N:7]([CH2:13][C:14]2[CH:19]=[CH:18][CH:17]=[CH:16][CH:15]=2)[C:6]=1[CH2:20]Br)=[O:4].[CH3:22][O:23][C:24](=[O:37])[CH2:25][NH:26][S:27]([C:30]1[CH:35]=[CH:34][C:33]([CH3:36])=[CH:32][CH:31]=1)(=[O:29])=[O:28].[I-].[Na+].C(=O)([O-])[O-].[K+].[K+].